The task is: Regression. Given two drug SMILES strings and cell line genomic features, predict the synergy score measuring deviation from expected non-interaction effect.. This data is from NCI-60 drug combinations with 297,098 pairs across 59 cell lines. (1) Drug 1: C1=NC2=C(N=C(N=C2N1C3C(C(C(O3)CO)O)O)F)N. Drug 2: CC1=C(C(=O)C2=C(C1=O)N3CC4C(C3(C2COC(=O)N)OC)N4)N. Cell line: SK-OV-3. Synergy scores: CSS=19.6, Synergy_ZIP=-5.26, Synergy_Bliss=2.58, Synergy_Loewe=-10.8, Synergy_HSA=-0.372. (2) Drug 1: C1=CC(=C2C(=C1NCCNCCO)C(=O)C3=C(C=CC(=C3C2=O)O)O)NCCNCCO. Drug 2: C1C(C(OC1N2C=NC3=C(N=C(N=C32)Cl)N)CO)O. Cell line: COLO 205. Synergy scores: CSS=29.8, Synergy_ZIP=-8.19, Synergy_Bliss=-10.3, Synergy_Loewe=-11.2, Synergy_HSA=-7.17.